Dataset: Reaction yield outcomes from USPTO patents with 853,638 reactions. Task: Predict the reaction yield, written as a fraction of the theoretical maximum amount of product (1.0 means a 100% yield; for example, 0.34 means a 34% yield). (1) The reactants are [Br:1][C:2]1[CH:3]=[C:4]([C:8]2[C:16]([C:17]3[C:22]([F:23])=[CH:21][N:20]=[C:19](Cl)[N:18]=3)=[C:11]3[CH:12]=[CH:13][CH:14]=[CH:15][N:10]3[N:9]=2)[CH:5]=[CH:6][CH:7]=1.[F:25][C:26]1[CH:27]=[C:28]([CH:30]=[CH:31][CH:32]=1)[NH2:29].Cl.O1CCOCC1. The catalyst is CC(O)C. The product is [Br:1][C:2]1[CH:3]=[C:4]([C:8]2[C:16]([C:17]3[C:22]([F:23])=[CH:21][N:20]=[C:19]([NH:29][C:28]4[CH:30]=[CH:31][CH:32]=[C:26]([F:25])[CH:27]=4)[N:18]=3)=[C:11]3[CH:12]=[CH:13][CH:14]=[CH:15][N:10]3[N:9]=2)[CH:5]=[CH:6][CH:7]=1. The yield is 0.770. (2) The reactants are [CH3:1][O:2][C:3](=[O:16])[C@H:4]([CH2:6][NH:7][C:8](=[O:15])[C:9]1[CH:14]=[CH:13][CH:12]=[CH:11][CH:10]=1)[NH2:5].[Cl:17][C:18]1[CH:26]=[C:25]([C:27]([NH:29][CH2:30][C:31]2[CH:39]=[CH:38][CH:37]=[C:36]3[C:32]=2[CH:33]=[CH:34][NH:35]3)=[O:28])[CH:24]=[CH:23][C:19]=1[C:20](O)=[O:21].C1C=CC2N(O)N=NC=2C=1.CCN=C=NCCCN(C)C. The catalyst is CN(C=O)C.O. The product is [CH3:1][O:2][C:3](=[O:16])[C@H:4]([CH2:6][NH:7][C:8](=[O:15])[C:9]1[CH:14]=[CH:13][CH:12]=[CH:11][CH:10]=1)[NH:5][C:20](=[O:21])[C:19]1[CH:23]=[CH:24][C:25]([C:27]([NH:29][CH2:30][C:31]2[CH:39]=[CH:38][CH:37]=[C:36]3[C:32]=2[CH:33]=[CH:34][NH:35]3)=[O:28])=[CH:26][C:18]=1[Cl:17]. The yield is 0.470.